Dataset: Forward reaction prediction with 1.9M reactions from USPTO patents (1976-2016). Task: Predict the product of the given reaction. (1) Given the reactants [C:1]([C:3]1[C:8]2[S:9][C:10]3[CH:16]=[CH:15][C:14]([C:17]([O:19][CH3:20])=[O:18])=[CH:13][C:11]=3[NH:12][C:7]=2[N:6]=[CH:5][CH:4]=1)#[N:2].[H-].[Na+].[CH3:23][O:24][CH2:25]Cl.[CH3:27]N(C)C=O, predict the reaction product. The product is: [C:1]([C:3]1[C:8]2[S:9][C:10]3[CH:16]=[CH:15][C:14]([C:17]([O:19][CH3:20])=[O:18])=[CH:13][C:11]=3[N:12]([CH2:27][CH2:25][O:24][CH3:23])[C:7]=2[N:6]=[CH:5][CH:4]=1)#[N:2]. (2) Given the reactants [CH2:1]([C:4]1[S:8][C:7]([C:9]2[S:10][CH:11]=[CH:12][CH:13]=2)=[CH:6][CH:5]=1)[CH:2]=[CH2:3].[Cl:14][SiH:15]([Cl:17])[Cl:16], predict the reaction product. The product is: [Cl:14][Si:15]([Cl:17])([Cl:16])[CH2:3][CH2:2][CH2:1][C:4]1[S:8][C:7]([C:9]2[S:10][CH:11]=[CH:12][CH:13]=2)=[CH:6][CH:5]=1. (3) The product is: [Br:9][C:10]1[S:14][C:13]([CH:15]=[CH:4][C:2](=[O:3])[C:1]([OH:6])=[O:5])=[CH:12][CH:11]=1. Given the reactants [C:1]([OH:6])(=[O:5])[C:2]([CH3:4])=[O:3].[OH-].[Na+].[Br:9][C:10]1[S:14][C:13]([CH:15]=O)=[CH:12][CH:11]=1, predict the reaction product. (4) Given the reactants [CH3:1][O:2][CH2:3][CH2:4][NH:5][S:6]([C:9]1[CH:10]=[C:11]([CH:15]=[CH:16][CH:17]=1)[C:12](O)=[O:13])(=[O:8])=[O:7].CO.Cl, predict the reaction product. The product is: [CH3:1][O:2][CH2:3][CH2:4][NH:5][S:6]([C:9]1[CH:10]=[C:11]([CH:15]=[CH:16][CH:17]=1)[CH2:12][OH:13])(=[O:8])=[O:7].